From a dataset of Forward reaction prediction with 1.9M reactions from USPTO patents (1976-2016). Predict the product of the given reaction. (1) Given the reactants [Cl:1][C:2]1[CH:3]=[C:4]2[C:13](=[CH:14][CH:15]=1)[C:12]([NH:16][CH2:17][CH2:18][CH2:19][NH2:20])=[C:11]1[C:6]([CH2:7][CH2:8][CH2:9][CH2:10]1)=[N:5]2.[NH:21]1[C:30]2[CH2:29][CH2:28][CH2:27][C:26](=O)[C:25]=2[CH:24]=[CH:23][C:22]1=[O:32].C1C=CC=CC=1, predict the reaction product. The product is: [Cl:1][C:2]1[CH:3]=[C:4]2[C:13](=[CH:14][CH:15]=1)[C:12]([NH:16][CH2:17][CH2:18][CH2:19][NH:20][CH:26]1[CH2:27][CH2:28][CH2:29][C:30]3[NH:21][C:22](=[O:32])[CH:23]=[CH:24][C:25]1=3)=[C:11]1[C:6]([CH2:7][CH2:8][CH2:9][CH2:10]1)=[N:5]2. (2) Given the reactants [C:1]([C:3]1[CH:11]=[CH:10][C:6]([C:7]([OH:9])=O)=[C:5]([F:12])[CH:4]=1)#[N:2].F[P-](F)(F)(F)(F)F.C[N+](C)=C(N(C)C)ON1C2N=CC=CC=2N=N1.C(N(CC)CC)C.Cl.[F:45][CH:46]([F:80])[CH:47]1[CH2:52][NH:51][CH2:50][CH2:49][N:48]1[CH2:53][CH:54]([N:58]1[CH:62]=[C:61]([C:63]2[C:64]3[CH:71]=[CH:70][N:69]([CH2:72][O:73][CH2:74][CH2:75][Si:76]([CH3:79])([CH3:78])[CH3:77])[C:65]=3[N:66]=[CH:67][N:68]=2)[CH:60]=[N:59]1)[CH2:55][C:56]#[N:57], predict the reaction product. The product is: [C:56]([CH2:55][CH:54]([N:58]1[CH:62]=[C:61]([C:63]2[C:64]3[CH:71]=[CH:70][N:69]([CH2:72][O:73][CH2:74][CH2:75][Si:76]([CH3:77])([CH3:79])[CH3:78])[C:65]=3[N:66]=[CH:67][N:68]=2)[CH:60]=[N:59]1)[CH2:53][N:48]1[CH2:49][CH2:50][N:51]([C:7]([C:6]2[CH:10]=[CH:11][C:3]([C:1]#[N:2])=[CH:4][C:5]=2[F:12])=[O:9])[CH2:52][CH:47]1[CH:46]([F:45])[F:80])#[N:57]. (3) Given the reactants [F:1][C:2]1[CH:7]=[C:6]([F:8])[CH:5]=[CH:4][C:3]=1[S:9]([NH:12][C:13]1[C:14]([O:28][CH3:29])=[N:15][CH:16]=[C:17]([C:19]2[CH:24]=[CH:23][N:22]3[N:25]=[CH:26][CH:27]=[C:21]3[CH:20]=2)[CH:18]=1)(=[O:11])=[O:10].[I:30]N1C(=O)CCC1=O, predict the reaction product. The product is: [F:1][C:2]1[CH:7]=[C:6]([F:8])[CH:5]=[CH:4][C:3]=1[S:9]([NH:12][C:13]1[C:14]([O:28][CH3:29])=[N:15][CH:16]=[C:17]([C:19]2[CH:24]=[CH:23][N:22]3[N:25]=[CH:26][C:27]([I:30])=[C:21]3[CH:20]=2)[CH:18]=1)(=[O:10])=[O:11]. (4) Given the reactants [Cl:1][C:2]1[CH:26]=[CH:25][C:5]([O:6][CH2:7][C:8]2[NH:9][C:10]3[C:16]([O:17][CH2:18][C:19]4[CH:24]=[CH:23][CH:22]=[CH:21][CH:20]=4)=[CH:15][CH:14]=[CH:13][C:11]=3[N:12]=2)=[CH:4][CH:3]=1.[H-].[Na+].[C:29]([O:33][C:34]([N:36]1[CH2:41][CH2:40][CH:39]([CH2:42][CH2:43][CH2:44]Br)[CH2:38][CH2:37]1)=[O:35])([CH3:32])([CH3:31])[CH3:30], predict the reaction product. The product is: [Cl:1][C:2]1[CH:3]=[CH:4][C:5]([O:6][CH2:7][C:8]2[N:12]([CH2:44][CH2:43][CH2:42][CH:39]3[CH2:40][CH2:41][N:36]([C:34]([O:33][C:29]([CH3:30])([CH3:32])[CH3:31])=[O:35])[CH2:37][CH2:38]3)[C:11]3[CH:13]=[CH:14][CH:15]=[C:16]([O:17][CH2:18][C:19]4[CH:20]=[CH:21][CH:22]=[CH:23][CH:24]=4)[C:10]=3[N:9]=2)=[CH:25][CH:26]=1. (5) Given the reactants [C:1]([O:5][C:6]([CH3:9])([CH3:8])[CH3:7])(=[O:4])[NH:2][NH2:3].[C:10]1(=O)[CH2:14][CH2:13][CH2:12][CH2:11]1, predict the reaction product. The product is: [C:6]([O:5][C:1]([NH:2][N:3]=[C:10]1[CH2:14][CH2:13][CH2:12][CH2:11]1)=[O:4])([CH3:9])([CH3:8])[CH3:7]. (6) Given the reactants ON1[C:6]2[CH:7]=[CH:8][CH:9]=[CH:10][C:5]=2N=N1.CCN=C=N[CH2:16][CH2:17][CH2:18]N(C)C.Cl.C(OC([NH:30][C:31](=[NH:45])[N:32](C(OC(C)(C)C)=O)[CH2:33][CH2:34][CH2:35][CH2:36][NH2:37])=O)(C)(C)C.[NH:46]1[CH2:51][CH2:50][CH2:49][CH2:48][CH2:47]1.[C:52]1(=[O:59])[O:58][C:56](=[O:57])[CH2:55][CH2:54][CH2:53]1.[C:60](O)(C(F)(F)F)=[O:61], predict the reaction product. The product is: [NH:32]([CH2:33][CH2:34][CH2:35][CH2:36][NH:37][C:60]([C@@H:51]([NH:46][C:56]([CH2:55][CH2:54][CH2:53][C:52]([OH:58])=[O:59])=[O:57])[CH2:50][C:49]1[CH:18]=[CH:17][C:16]([C:5]2[CH:10]=[CH:9][CH:8]=[CH:7][CH:6]=2)=[CH:47][CH:48]=1)=[O:61])[C:31]([NH2:30])=[NH:45].